Task: Regression. Given two drug SMILES strings and cell line genomic features, predict the synergy score measuring deviation from expected non-interaction effect.. Dataset: NCI-60 drug combinations with 297,098 pairs across 59 cell lines (1) Drug 1: CC1C(C(CC(O1)OC2CC(CC3=C2C(=C4C(=C3O)C(=O)C5=C(C4=O)C(=CC=C5)OC)O)(C(=O)CO)O)N)O.Cl. Drug 2: CC1=CC2C(CCC3(C2CCC3(C(=O)C)OC(=O)C)C)C4(C1=CC(=O)CC4)C. Cell line: HOP-92. Synergy scores: CSS=5.58, Synergy_ZIP=8.51, Synergy_Bliss=-0.375, Synergy_Loewe=-8.21, Synergy_HSA=-4.93. (2) Cell line: SF-268. Drug 1: C1CC(=O)NC(=O)C1N2CC3=C(C2=O)C=CC=C3N. Synergy scores: CSS=14.8, Synergy_ZIP=3.16, Synergy_Bliss=6.01, Synergy_Loewe=2.54, Synergy_HSA=6.69. Drug 2: CC(CN1CC(=O)NC(=O)C1)N2CC(=O)NC(=O)C2. (3) Synergy scores: CSS=37.2, Synergy_ZIP=-2.34, Synergy_Bliss=-1.18, Synergy_Loewe=-31.9, Synergy_HSA=-2.19. Drug 2: C1CN(CCN1C(=O)CCBr)C(=O)CCBr. Cell line: HT29. Drug 1: CC=C1C(=O)NC(C(=O)OC2CC(=O)NC(C(=O)NC(CSSCCC=C2)C(=O)N1)C(C)C)C(C)C.